This data is from Reaction yield outcomes from USPTO patents with 853,638 reactions. The task is: Predict the reaction yield, written as a fraction of the theoretical maximum amount of product (1.0 means a 100% yield; for example, 0.34 means a 34% yield). The reactants are [CH:1]1([C:5]2[C:13](I)=[CH:12][C:8]([C:9]([OH:11])=[O:10])=[C:7]([CH2:15][CH3:16])[CH:6]=2)[CH2:4][CH2:3][CH2:2]1.[Li]CCCC.[C:22](=O)([O:25]C)[O:23][CH3:24]. The product is [CH:1]1([C:5]2[C:13]([C:22]([O:23][CH3:24])=[O:25])=[CH:12][C:8]([C:9]([OH:11])=[O:10])=[C:7]([CH2:15][CH3:16])[CH:6]=2)[CH2:4][CH2:3][CH2:2]1. The catalyst is C1COCC1. The yield is 0.690.